This data is from Full USPTO retrosynthesis dataset with 1.9M reactions from patents (1976-2016). The task is: Predict the reactants needed to synthesize the given product. (1) Given the product [CH2:1]([C@H:8]1[CH2:13][N:12]([C:14]2[CH:23]=[CH:22][C:21]([O:24][CH3:25])=[C:20]3[C:15]=2[CH:16]=[CH:17][C:18]([C:26]([F:28])([F:29])[F:27])=[N:19]3)[CH2:11][CH2:10][N:9]1[CH2:30][C:31]([NH:33][OH:34])=[O:32])[C:2]1[CH:3]=[CH:4][CH:5]=[CH:6][CH:7]=1, predict the reactants needed to synthesize it. The reactants are: [CH2:1]([C@H:8]1[CH2:13][N:12]([C:14]2[CH:23]=[CH:22][C:21]([O:24][CH3:25])=[C:20]3[C:15]=2[CH:16]=[CH:17][C:18]([C:26]([F:29])([F:28])[F:27])=[N:19]3)[CH2:11][CH2:10][N:9]1[CH2:30][C:31]([NH:33][O:34]C1CCCCO1)=[O:32])[C:2]1[CH:7]=[CH:6][CH:5]=[CH:4][CH:3]=1.O.Cl. (2) Given the product [NH2:20][C:7]1[CH:8]=[C:9]([CH:12]([CH3:19])[CH2:13][C:14]([O:16][CH2:17][CH3:18])=[O:15])[CH:10]=[CH:11][C:6]=1[N:5]([CH2:23][CH:24]([CH3:25])[CH3:26])[CH2:1][CH:2]([CH3:4])[CH3:3], predict the reactants needed to synthesize it. The reactants are: [CH2:1]([N:5]([CH2:23][CH:24]([CH3:26])[CH3:25])[C:6]1[CH:11]=[CH:10][C:9]([C:12]([CH3:19])=[CH:13][C:14]([O:16][CH2:17][CH3:18])=[O:15])=[CH:8][C:7]=1[N+:20]([O-])=O)[CH:2]([CH3:4])[CH3:3]. (3) Given the product [Cl:26][C:16]1[N:15]=[C:14]([O:8][CH2:7][C:6]2[CH:9]=[CH:10][C:3]([O:2][CH3:1])=[CH:4][CH:5]=2)[C:23]2[C:22](=[O:24])[N:21]([CH3:25])[CH:20]=[N:19][C:18]=2[CH:17]=1, predict the reactants needed to synthesize it. The reactants are: [CH3:1][O:2][C:3]1[CH:10]=[CH:9][C:6]([CH2:7][OH:8])=[CH:5][CH:4]=1.[H-].[Na+].Cl[C:14]1[C:23]2[C:22](=[O:24])[N:21]([CH3:25])[CH:20]=[N:19][C:18]=2[CH:17]=[C:16]([Cl:26])[N:15]=1. (4) The reactants are: [C:1]12([O:11][CH2:12][CH2:13][O:14][CH2:15][CH2:16][O:17][CH2:18][CH2:19][O:20][CH2:21][CH2:22][O:23][CH2:24][CH2:25][OH:26])[CH2:10][CH:5]3[CH2:6][CH:7]([CH2:9][CH:3]([CH2:4]3)[CH2:2]1)[CH2:8]2.C(N(CC)CC)C.[CH3:34][S:35](Cl)(=[O:37])=[O:36]. Given the product [CH3:34][S:35]([O:26][CH2:25][CH2:24][O:23][CH2:22][CH2:21][O:20][CH2:19][CH2:18][O:17][CH2:16][CH2:15][O:14][CH2:13][CH2:12][O:11][C:1]12[CH2:10][CH:5]3[CH2:4][CH:3]([CH2:9][CH:7]([CH2:6]3)[CH2:8]1)[CH2:2]2)(=[O:37])=[O:36], predict the reactants needed to synthesize it. (5) Given the product [CH3:15][O:6][C:5](=[O:7])[C:4]1[CH:8]=[C:9]([N+:12]([O-:14])=[O:13])[C:10]([CH3:11])=[C:2]([I:1])[CH:3]=1, predict the reactants needed to synthesize it. The reactants are: [I:1][C:2]1[CH:3]=[C:4]([CH:8]=[C:9]([N+:12]([O-:14])=[O:13])[C:10]=1[CH3:11])[C:5]([OH:7])=[O:6].[C:15]([O-])([O-])=O.[K+].[K+].CI.